The task is: Predict the product of the given reaction.. This data is from Forward reaction prediction with 1.9M reactions from USPTO patents (1976-2016). (1) Given the reactants [Br:1][C:2]1[CH:10]=[CH:9][C:5]([C:6]([OH:8])=O)=[CH:4][C:3]=1[S:11](Cl)(=[O:13])=[O:12].[F:15][C:16]([F:26])([F:25])[O:17][C:18]1[CH:24]=[CH:23][C:21]([NH2:22])=[CH:20][CH:19]=1.[C:27]([O:36]C)(=[O:35])[C:28]1[C:29](=[CH:31][CH:32]=[CH:33][CH:34]=1)[NH2:30], predict the reaction product. The product is: [Br:1][C:2]1[CH:10]=[CH:9][C:5]([C:6]([NH:30][C:29]2[CH:31]=[CH:32][CH:33]=[CH:34][C:28]=2[C:27]([OH:36])=[O:35])=[O:8])=[CH:4][C:3]=1[S:11](=[O:13])(=[O:12])[NH:22][C:21]1[CH:23]=[CH:24][C:18]([O:17][C:16]([F:25])([F:26])[F:15])=[CH:19][CH:20]=1. (2) Given the reactants [NH2:1][C:2]1[C:11]([O:12][CH3:13])=[CH:10][CH:9]=[C:8]2[C:3]=1[CH:4]=[CH:5][N:6]([C@H:15]([CH3:19])[C:16]([NH2:18])=[O:17])[C:7]2=[O:14].[F:20][C:21]([F:33])([F:32])[C:22]1[CH:27]=[CH:26][C:25]([CH2:28][C:29](O)=[O:30])=[CH:24][CH:23]=1.C(N(CC)C(C)C)(C)C.F[P-](F)(F)(F)(F)F.C[N+](C)=C(N(C)C)ON1C2N=CC=CC=2N=N1.CN(C)C=O, predict the reaction product. The product is: [CH3:13][O:12][C:11]1[C:2]([NH:1][C:29](=[O:30])[CH2:28][C:25]2[CH:24]=[CH:23][C:22]([C:21]([F:32])([F:20])[F:33])=[CH:27][CH:26]=2)=[C:3]2[C:8](=[CH:9][CH:10]=1)[C:7](=[O:14])[N:6]([C@H:15]([CH3:19])[C:16]([NH2:18])=[O:17])[CH:5]=[CH:4]2. (3) Given the reactants [C:1]1([C:7]2([C:10]3[N:15]=[C:14]4[S:16][CH:17]=[N:18][C:13]4=[CH:12][CH:11]=3)[CH2:9][CH2:8]2)[CH:6]=[CH:5][CH:4]=[CH:3][CH:2]=1.Br[C:20]1[CH:25]=[C:24]([CH3:26])[C:23]([CH:27]2[O:32][CH2:31][CH2:30][CH2:29][O:28]2)=[C:22]([CH3:33])[CH:21]=1.C(=O)([O-])[O-].[Cs+].[Cs+], predict the reaction product. The product is: [O:28]1[CH2:29][CH2:30][CH2:31][O:32][CH:27]1[C:23]1[C:22]([CH3:33])=[CH:21][C:20]([C:17]2[S:16][C:14]3[C:13]([N:18]=2)=[CH:12][CH:11]=[C:10]([C:7]2([C:1]4[CH:6]=[CH:5][CH:4]=[CH:3][CH:2]=4)[CH2:8][CH2:9]2)[N:15]=3)=[CH:25][C:24]=1[CH3:26]. (4) The product is: [CH3:19][N:20]([CH3:22])/[CH:21]=[CH:2]/[C:1]([C:4]1[N:12]([CH3:13])[C:11]2[CH2:10][CH2:9][NH:8][C:7](=[O:14])[C:6]=2[CH:5]=1)=[O:3]. Given the reactants [C:1]([C:4]1[N:12]([CH3:13])[C:11]2[CH2:10][CH2:9][NH:8][C:7](=[O:14])[C:6]=2[CH:5]=1)(=[O:3])[CH3:2].C(O[CH:19](OC(C)C)[N:20]([CH3:22])[CH3:21])(C)C, predict the reaction product. (5) Given the reactants [OH:1][CH2:2][C:3]1[CH:8]=[CH:7][C:6]([CH:9]2[CH2:14][CH2:13][NH:12][CH2:11][CH:10]2[OH:15])=[CH:5][CH:4]=1.C(N(CC)CC)C.[C:23](O[C:23]([O:25][C:26]([CH3:29])([CH3:28])[CH3:27])=[O:24])([O:25][C:26]([CH3:29])([CH3:28])[CH3:27])=[O:24], predict the reaction product. The product is: [OH:15][CH:10]1[CH:9]([C:6]2[CH:5]=[CH:4][C:3]([CH2:2][OH:1])=[CH:8][CH:7]=2)[CH2:14][CH2:13][N:12]([C:23]([O:25][C:26]([CH3:29])([CH3:28])[CH3:27])=[O:24])[CH2:11]1. (6) Given the reactants Cl.[NH:2]1[C:6]2[CH:7]=[CH:8][CH:9]=[CH:10][C:5]=2[N:4]=[C:3]1[C@H:11]([NH2:21])[CH2:12][C:13]1[CH:18]=[CH:17][C:16]([O:19][CH3:20])=[CH:15][CH:14]=1.[C@@H:22]1([NH2:31])[C:30]2[C:25](=[CH:26][CH:27]=[CH:28][CH:29]=2)[CH2:24][CH2:23]1.[C:32](O)(C(F)(F)F)=[O:33], predict the reaction product. The product is: [NH:2]1[C:6]2[CH:7]=[CH:8][CH:9]=[CH:10][C:5]=2[N:4]=[C:3]1[C@H:11]([NH:21][C:32]([NH:31][C@@H:22]1[C:30]2[C:25](=[CH:26][CH:27]=[CH:28][CH:29]=2)[CH2:24][CH2:23]1)=[O:33])[CH2:12][C:13]1[CH:18]=[CH:17][C:16]([O:19][CH3:20])=[CH:15][CH:14]=1.